Dataset: Reaction yield outcomes from USPTO patents with 853,638 reactions. Task: Predict the reaction yield, written as a fraction of the theoretical maximum amount of product (1.0 means a 100% yield; for example, 0.34 means a 34% yield). (1) The reactants are [CH2:1]([N:3]1[C:12]2[C:7](=[CH:8][C:9]([O:23][CH2:24][C:25]3[CH:30]=[CH:29][C:28]([O:31][CH3:32])=[CH:27][CH:26]=3)=[C:10]([O:13][CH2:14][C:15]3[CH:20]=[CH:19][C:18]([O:21][CH3:22])=[CH:17][CH:16]=3)[CH:11]=2)[C:6](=[O:33])[C:5]([C:34]([O:36]C)=[O:35])=[N:4]1)[CH3:2].O.[K]. The catalyst is CO. The product is [CH2:1]([N:3]1[C:12]2[C:7](=[CH:8][C:9]([O:23][CH2:24][C:25]3[CH:30]=[CH:29][C:28]([O:31][CH3:32])=[CH:27][CH:26]=3)=[C:10]([O:13][CH2:14][C:15]3[CH:16]=[CH:17][C:18]([O:21][CH3:22])=[CH:19][CH:20]=3)[CH:11]=2)[C:6](=[O:33])[C:5]([C:34]([OH:36])=[O:35])=[N:4]1)[CH3:2]. The yield is 0.960. (2) The reactants are C(OC([N:8]1[CH2:11][CH:10]([N:12]2[CH2:15][CH:14]([OH:16])[CH2:13]2)[CH2:9]1)=O)(C)(C)C. The catalyst is C(Cl)Cl.C(O)(C(F)(F)F)=O. The product is [N:12]1([CH:10]2[CH2:11][NH:8][CH2:9]2)[CH2:15][CH:14]([OH:16])[CH2:13]1. The yield is 0.580. (3) The reactants are Br[C:2]1[CH:7]=[CH:6][CH:5]=[CH:4][CH:3]=1.[CH2:8]([CH:10]([Mg]Br)[CH2:11][CH2:12][CH2:13][CH2:14][CH3:15])C.[CH2:18](OCC)C. The catalyst is Cl[Ni]1(Cl)[P](C2C=CC=CC=2)(C2C=CC=CC=2)CCC[P]1(C1C=CC=CC=1)C1C=CC=CC=1. The product is [CH2:14]([CH:13]([CH2:12][CH2:11][CH2:10][CH3:8])[CH2:18][C:2]1[CH:7]=[CH:6][CH:5]=[CH:4][CH:3]=1)[CH3:15]. The yield is 0.700. (4) The reactants are C([N:8]1[CH:13]2[CH2:14][C:15]([CH2:25][C:26]([O:28][CH2:29][CH3:30])=[O:27])([NH:17][C:18]([O:20][C:21]([CH3:24])([CH3:23])[CH3:22])=[O:19])[CH2:16][CH:9]1[CH2:10][O:11][CH2:12]2)C1C=CC=CC=1. The catalyst is CO.[Pd]. The product is [C:21]([O:20][C:18]([NH:17][C:15]1([CH2:25][C:26]([O:28][CH2:29][CH3:30])=[O:27])[CH2:14][CH:13]2[NH:8][CH:9]([CH2:10][O:11][CH2:12]2)[CH2:16]1)=[O:19])([CH3:24])([CH3:23])[CH3:22]. The yield is 0.960.